The task is: Predict the reactants needed to synthesize the given product.. This data is from Full USPTO retrosynthesis dataset with 1.9M reactions from patents (1976-2016). (1) Given the product [Cl:9][CH2:10][CH2:11][O:12][CH2:13][CH2:14][O:15][CH2:1][C:2]1[CH:7]=[CH:6][CH:5]=[CH:4][CH:3]=1, predict the reactants needed to synthesize it. The reactants are: [CH2:1](Br)[C:2]1[CH:7]=[CH:6][CH:5]=[CH:4][CH:3]=1.[Cl:9][CH2:10][CH2:11][O:12][CH2:13][CH2:14][OH:15]. (2) The reactants are: [CH:1]1([N:4]2[C:13]3[C:8](=[N:9][CH:10]=[C:11]([CH2:14][C:15]4[CH:20]=[CH:19][C:18]([F:21])=[CH:17][CH:16]=4)[CH:12]=3)[C:7]([OH:22])=[C:6]([C:23](OCC)=[O:24])[C:5]2=[O:28])[CH2:3][CH2:2]1.[NH2:29][CH2:30][CH2:31][OH:32]. Given the product [CH:1]1([N:4]2[C:13]3[C:8](=[N:9][CH:10]=[C:11]([CH2:14][C:15]4[CH:20]=[CH:19][C:18]([F:21])=[CH:17][CH:16]=4)[CH:12]=3)[C:7]([OH:22])=[C:6]([C:23]([NH:29][CH2:30][CH2:31][OH:32])=[O:24])[C:5]2=[O:28])[CH2:3][CH2:2]1, predict the reactants needed to synthesize it. (3) Given the product [Br:12][C:13]1[CH:14]=[C:15]2[C:20](=[CH:21][CH:22]=1)[CH:19]=[C:18]([CH2:23][CH2:24][N:3]1[CH2:4][CH2:5][CH2:6][CH:2]1[CH3:1])[CH:17]=[CH:16]2, predict the reactants needed to synthesize it. The reactants are: [CH3:1][CH:2]1[CH2:6][CH2:5][CH2:4][NH:3]1.[Li]CCCC.[Br:12][C:13]1[CH:22]=[CH:21][C:20]2[C:15](=[CH:16][CH:17]=[C:18]([CH:23]=[CH2:24])[CH:19]=2)[CH:14]=1. (4) Given the product [Br:19][C:9]1[N:6]2[CH:7]=[CH:8][C:3]([C:2]([F:12])([F:1])[F:13])=[N:4][C:5]2=[N:11][CH:10]=1, predict the reactants needed to synthesize it. The reactants are: [F:1][C:2]([F:13])([F:12])[C:3]1[CH:8]=[CH:7][N:6]2[CH:9]=[CH:10][N:11]=[C:5]2[N:4]=1.C([O-])(=O)C.[Na+].[Br-:19].[K+].BrBr. (5) Given the product [N:10]1([C:4]2[C:3]([C:1]#[N:2])=[N:8][CH:7]=[CH:6][N:5]=2)[CH2:15][CH2:14][O:13][CH2:12][CH2:11]1, predict the reactants needed to synthesize it. The reactants are: [C:1]([C:3]1[C:4](Cl)=[N:5][CH:6]=[CH:7][N:8]=1)#[N:2].[NH:10]1[CH2:15][CH2:14][O:13][CH2:12][CH2:11]1. (6) Given the product [CH2:1]([O:3][C:4]([C:6]1([CH2:22][C:23]2[CH:28]=[CH:27][CH:26]=[CH:25][CH:24]=2)[C:11](=[O:12])[CH2:10][CH2:9][N:8]([C:13]([O:15][C:16]([CH3:18])([CH3:17])[CH3:19])=[O:14])[CH2:7]1)=[O:5])[CH3:2], predict the reactants needed to synthesize it. The reactants are: [CH2:1]([O:3][C:4]([CH:6]1[C:11](=[O:12])[CH2:10][CH2:9][N:8]([C:13]([O:15][C:16]([CH3:19])([CH3:18])[CH3:17])=[O:14])[CH2:7]1)=[O:5])[CH3:2].[H-].[Na+].[CH2:22](Br)[C:23]1[CH:28]=[CH:27][CH:26]=[CH:25][CH:24]=1.